This data is from Forward reaction prediction with 1.9M reactions from USPTO patents (1976-2016). The task is: Predict the product of the given reaction. Given the reactants [Br:1][C:2]1[C:9]([CH3:10])=[CH:8][C:5]([CH2:6][OH:7])=[CH:4][CH:3]=1.CCN(CC)CC.[CH3:18][S:19](Cl)(=[O:21])=[O:20], predict the reaction product. The product is: [CH3:18][S:19]([O:7][CH2:6][C:5]1[CH:4]=[CH:3][C:2]([Br:1])=[C:9]([CH3:10])[CH:8]=1)(=[O:21])=[O:20].